Predict the reaction yield, written as a fraction of the theoretical maximum amount of product (1.0 means a 100% yield; for example, 0.34 means a 34% yield). From a dataset of Reaction yield outcomes from USPTO patents with 853,638 reactions. (1) The reactants are [CH2:1]([O:8][C:9]1[CH:18]=[C:17]2[C:12]([C:13]([Cl:19])=[N:14][CH:15]=[N:16]2)=[CH:11][CH:10]=1)[C:2]1[CH:7]=[CH:6][CH:5]=[CH:4][CH:3]=1.[NH2:20][C:21]1[CH:22]=[N:23][N:24]([CH2:26][C:27]([NH:29][C:30]2[CH:35]=[CH:34][CH:33]=[C:32]([F:36])[CH:31]=2)=[O:28])[CH:25]=1. The catalyst is CC(N(C)C)=O.C(OCC)C. The product is [ClH:19].[CH2:1]([O:8][C:9]1[CH:18]=[C:17]2[C:12]([C:13]([NH:20][C:21]3[CH:22]=[N:23][N:24]([CH2:26][C:27]([NH:29][C:30]4[CH:35]=[CH:34][CH:33]=[C:32]([F:36])[CH:31]=4)=[O:28])[CH:25]=3)=[N:14][CH:15]=[N:16]2)=[CH:11][CH:10]=1)[C:2]1[CH:7]=[CH:6][CH:5]=[CH:4][CH:3]=1. The yield is 0.820. (2) The reactants are [NH2:1][C:2]1[CH:3]=[C:4]([C:8]2[C:16]3[C:11](=[CH:12][CH:13]=[C:14](C#N)[CH:15]=3)[N:10]([CH:19]3[CH2:24][CH2:23][CH2:22][CH2:21][O:20]3)[N:9]=2)[CH:5]=[CH:6][CH:7]=1.[CH3:25][O:26][CH2:27][CH2:28][C:29]([OH:31])=O.Cl.[CH3:33][N:34](C)CCCN=C=NCC. The catalyst is ClCCl. The product is [C:33]([CH:22]1[CH2:21][O:20][CH:19]([N:10]2[C:11]3[C:16](=[CH:15][CH:14]=[CH:13][CH:12]=3)[C:8]([C:4]3[CH:3]=[C:2]([NH:1][C:29](=[O:31])[CH2:28][CH2:27][O:26][CH3:25])[CH:7]=[CH:6][CH:5]=3)=[N:9]2)[CH2:24][CH2:23]1)#[N:34]. The yield is 1.00. (3) The reactants are [Br:1][C:2]1[N:3]=[CH:4][NH:5][C:6]=1[C:7]([O:9]C)=[O:8].[OH-].[Na+].Cl. The catalyst is CO. The product is [Br:1][C:2]1[N:3]=[CH:4][NH:5][C:6]=1[C:7]([OH:9])=[O:8]. The yield is 0.240. (4) The reactants are [Br:1][C:2]1[CH:7]=[CH:6][C:5]([F:8])=[CH:4][C:3]=1[CH3:9].[N+:10]([O-])([O-:12])=[O:11].[K+]. The catalyst is OS(O)(=O)=O. The product is [Br:1][C:2]1[CH:7]=[C:6]([N+:10]([O-:12])=[O:11])[C:5]([F:8])=[CH:4][C:3]=1[CH3:9]. The yield is 0.940. (5) The reactants are [CH3:1][C:2]1[N:11]([C:12]2[CH:17]=[CH:16][C:15]([O:18][CH:19]3[CH2:24][CH2:23][NH:22][CH2:21][CH2:20]3)=[CH:14][CH:13]=2)[C:10](=[O:25])[C:9]2[C:4](=[CH:5][CH:6]=[CH:7][CH:8]=2)[N:3]=1.[C:26]1(=O)[CH2:29][CH2:28][CH2:27]1. The catalyst is CO.[Cl-].[Zn+2].[Cl-].C([BH3-])#N.[Na+]. The product is [CH:26]1([N:22]2[CH2:23][CH2:24][CH:19]([O:18][C:15]3[CH:14]=[CH:13][C:12]([N:11]4[C:10](=[O:25])[C:9]5[C:4](=[CH:5][CH:6]=[CH:7][CH:8]=5)[N:3]=[C:2]4[CH3:1])=[CH:17][CH:16]=3)[CH2:20][CH2:21]2)[CH2:29][CH2:28][CH2:27]1. The yield is 0.390.